Predict the reactants needed to synthesize the given product. From a dataset of Full USPTO retrosynthesis dataset with 1.9M reactions from patents (1976-2016). (1) Given the product [CH2:24]([NH:32][CH2:1][C:3]1[S:7][C:6]([O:8][C:9]2[CH:16]=[CH:15][C:12]([C:13]#[N:14])=[CH:11][CH:10]=2)=[CH:5][CH:4]=1)[CH2:25][C:26]1[CH:31]=[CH:30][CH:29]=[CH:28][CH:27]=1, predict the reactants needed to synthesize it. The reactants are: [CH:1]([C:3]1[S:7][C:6]([O:8][C:9]2[CH:16]=[CH:15][C:12]([C:13]#[N:14])=[CH:11][CH:10]=2)=[CH:5][CH:4]=1)=O.C(OC)(OC)OC.[CH2:24]([NH2:32])[CH2:25][C:26]1[CH:31]=[CH:30][CH:29]=[CH:28][CH:27]=1.[BH4-].[Na+]. (2) Given the product [F:18][C:17]([F:20])([F:19])[C:14]1[CH:15]=[CH:16][C:10]2[O:9][C:8]([C:7]3[CH:6]=[CH:5][N:4]=[CH:3][C:2]=3[N:26]3[C:25](=[O:27])[C:24]4=[CH:28][CH:29]=[CH:30][CH:31]=[C:23]4[C:22]3=[O:32])=[N:12][C:11]=2[CH:13]=1, predict the reactants needed to synthesize it. The reactants are: F[C:2]1[CH:3]=[N:4][CH:5]=[CH:6][C:7]=1[C:8]1[O:9][C:10]2[CH:16]=[CH:15][C:14]([C:17]([F:20])([F:19])[F:18])=[CH:13][C:11]=2[N:12]=1.[K].[C:22]1(=[O:32])[NH:26][C:25](=[O:27])[C:24]2=[CH:28][CH:29]=[CH:30][CH:31]=[C:23]12.CN(C=O)C. (3) Given the product [C:25]([O:29][C:30]([C:32]1([CH2:40][NH:41][C:3]([C:5]2[N:6]=[C:7]([C:23]#[N:24])[C:8]3[C:13]([C:14]=2[OH:15])=[CH:12][CH:11]=[C:10]([O:16][C:17]2[CH:22]=[CH:21][CH:20]=[CH:19][CH:18]=2)[CH:9]=3)=[O:4])[CH2:33][CH2:34][S:35](=[O:38])(=[O:39])[CH2:36][CH2:37]1)=[O:31])([CH3:28])([CH3:27])[CH3:26], predict the reactants needed to synthesize it. The reactants are: CO[C:3]([C:5]1[N:6]=[C:7]([C:23]#[N:24])[C:8]2[C:13]([C:14]=1[OH:15])=[CH:12][CH:11]=[C:10]([O:16][C:17]1[CH:22]=[CH:21][CH:20]=[CH:19][CH:18]=1)[CH:9]=2)=[O:4].[C:25]([O:29][C:30]([C:32]1([CH2:40][NH2:41])[CH2:37][CH2:36][S:35](=[O:39])(=[O:38])[CH2:34][CH2:33]1)=[O:31])([CH3:28])([CH3:27])[CH3:26]. (4) Given the product [CH2:5]([C:7]1[CH:8]=[CH:9][C:10]([OH:13])=[C:11]([CH:15]=[O:22])[CH:12]=1)[CH3:6], predict the reactants needed to synthesize it. The reactants are: [Cl-].[Al+3].[Cl-].[Cl-].[CH2:5]([C:7]1[CH:12]=[CH:11][C:10]([O:13]C)=[CH:9][CH:8]=1)[CH3:6].[C:15](Cl)(=[O:22])C1C=CC=CC=1. (5) Given the product [CH2:12]([O:1][C:2]1[CH:10]=[CH:9][C:5]([CH2:6][C:7]#[N:8])=[CH:4][CH:3]=1)[CH2:13][CH2:14][CH3:15], predict the reactants needed to synthesize it. The reactants are: [OH:1][C:2]1[CH:10]=[CH:9][C:5]([CH2:6][C:7]#[N:8])=[CH:4][CH:3]=1.Br[CH2:12][CH2:13][CH2:14][CH3:15].C(=O)([O-])[O-].[K+].[K+].